Dataset: Forward reaction prediction with 1.9M reactions from USPTO patents (1976-2016). Task: Predict the product of the given reaction. (1) The product is: [F:16][C:5]1[CH:6]=[C:7]([C:8]2[N:13]=[C:12]([CH3:14])[N:11]=[C:10]([NH2:15])[N:9]=2)[C:2]([NH:26][C:20]2[CH:21]=[N:22][C:23]([O:24][CH3:25])=[C:18]([F:17])[CH:19]=2)=[N:3][CH:4]=1. Given the reactants Cl[C:2]1[C:7]([C:8]2[N:13]=[C:12]([CH3:14])[N:11]=[C:10]([NH2:15])[N:9]=2)=[CH:6][C:5]([F:16])=[CH:4][N:3]=1.[F:17][C:18]1[CH:19]=[C:20]([NH2:26])[CH:21]=[N:22][C:23]=1[O:24][CH3:25].[Li+].C[Si]([N-][Si](C)(C)C)(C)C, predict the reaction product. (2) Given the reactants [N+]([C:4]1[CH:9]=[CH:8][CH:7]=[C:6]([N+:10]([O-:12])=[O:11])[CH:5]=1)([O-])=O.[Cl:13][C:14]1[CH:19]=[CH:18][C:17]([OH:20])=[CH:16][C:15]=1[CH2:21][CH3:22].C(=O)([O-])[O-].[Cs+].[Cs+], predict the reaction product. The product is: [Cl:13][C:14]1[CH:19]=[CH:18][C:17]([O:20][C:4]2[CH:5]=[C:6]([N+:10]([O-:12])=[O:11])[CH:7]=[CH:8][CH:9]=2)=[CH:16][C:15]=1[CH2:21][CH3:22]. (3) Given the reactants Cl[C:2]1[CH:7]=[CH:6][N:5]=[C:4]2[CH:8]=[C:9]([C:11]3[S:12][CH:13]=[C:14]([C:16]([OH:19])([CH3:18])[CH3:17])[N:15]=3)[S:10][C:3]=12.[CH3:20][N:21]1[C:25]([C:26]([F:29])([F:28])[F:27])=[CH:24][C:23]([OH:30])=[N:22]1, predict the reaction product. The product is: [CH3:20][N:21]1[C:25]([C:26]([F:27])([F:28])[F:29])=[CH:24][C:23]([O:30][C:2]2[CH:7]=[CH:6][N:5]=[C:4]3[CH:8]=[C:9]([C:11]4[S:12][CH:13]=[C:14]([C:16]([OH:19])([CH3:18])[CH3:17])[N:15]=4)[S:10][C:3]=23)=[N:22]1. (4) Given the reactants C[Mg+].[Br-].CCO[CH2:7][CH3:8].ClC1[C:11]2[N:12]([CH:16]=[C:17]([C:19]3[CH:24]=[CH:23][C:22]([F:25])=[CH:21][CH:20]=3)[N:18]=2)[CH:13]=[CH:14][N:15]=1.C1COCC1, predict the reaction product. The product is: [F:25][C:22]1[CH:21]=[CH:20][C:19]([C:17]2[N:18]=[C:11]3[C:7]([CH3:8])=[N:15][CH:14]=[CH:13][N:12]3[CH:16]=2)=[CH:24][CH:23]=1. (5) Given the reactants C(NC[N:6]([C:23]1[CH:28]=[CH:27][CH:26]=[CH:25][N:24]=1)[C:7]1[S:8][C:9]([CH3:22])=[C:10]([C:12]2[CH:13]=[N:14][N:15]([CH2:17][NH:18][C:19](=[O:21])[CH3:20])[CH:16]=2)[N:11]=1)(=O)C, predict the reaction product. The product is: [CH3:22][C:9]1[S:8][C:7]([NH:6][C:23]2[CH:28]=[CH:27][CH:26]=[CH:25][N:24]=2)=[N:11][C:10]=1[C:12]1[CH:13]=[N:14][N:15]([CH2:17][NH:18][C:19](=[O:21])[CH3:20])[CH:16]=1. (6) Given the reactants C[O:2][C:3](=[O:33])/[CH:4]=[CH:5]/[C:6]1[CH:11]=[CH:10][C:9]([C:12]#[C:13][C:14]2[CH:23]=[C:22]([O:24][CH3:25])[C:21]3[CH:20]([N:26]([CH:28]4[CH2:30][CH2:29]4)[CH3:27])[CH2:19][CH2:18][C:17]([CH3:32])([CH3:31])[C:16]=3[CH:15]=2)=[CH:8][CH:7]=1.[OH-].[K+].Cl, predict the reaction product. The product is: [CH:28]1([N:26]([CH3:27])[CH:20]2[CH2:19][CH2:18][C:17]([CH3:32])([CH3:31])[C:16]3[CH:15]=[C:14]([C:13]#[C:12][C:9]4[CH:8]=[CH:7][C:6](/[CH:5]=[CH:4]/[C:3]([OH:33])=[O:2])=[CH:11][CH:10]=4)[CH:23]=[C:22]([O:24][CH3:25])[C:21]2=3)[CH2:29][CH2:30]1. (7) Given the reactants [O:1]1[CH2:5][CH2:4][O:3][CH:2]1[CH:6]1[NH:10][CH2:9][CH2:8][N:7]1[C:11]1[CH:18]=[C:17]([N+:19]([O-])=O)[CH:16]=[CH:15][C:12]=1[C:13]#[N:14], predict the reaction product. The product is: [NH2:19][C:17]1[CH:16]=[CH:15][C:12]([C:13]#[N:14])=[C:11]([N:7]2[CH:8]=[CH:9][N:10]=[C:6]2[CH:2]2[O:3][CH2:4][CH2:5][O:1]2)[CH:18]=1. (8) Given the reactants O.C(O)(=O)C.[CH:6]([S:9][C:10]1[CH:15]=[C:14]([C:16]2[C:21]([Cl:22])=[CH:20][C:19]([C:23]([F:26])([F:25])[F:24])=[CH:18][C:17]=2[Cl:27])[CH:13]=[CH:12][C:11]=1[N+:28]([O-])=O)([CH3:8])[CH3:7].C(SC1C=C(C2C(C(F)(F)F)=NNC=2)C=CC=1C(OC)=O)CC, predict the reaction product. The product is: [Cl:27][C:17]1[CH:18]=[C:19]([C:23]([F:26])([F:24])[F:25])[CH:20]=[C:21]([Cl:22])[C:16]=1[C:14]1[CH:13]=[CH:12][C:11]([NH2:28])=[C:10]([S:9][CH:6]([CH3:8])[CH3:7])[CH:15]=1. (9) The product is: [CH3:35][S:31]([C:3]1[CH:4]=[CH:5][C:6]([NH:9][C:10]2[CH:15]=[C:14]([C:16]3[CH:21]=[CH:20][CH:19]=[CH:18][CH:17]=3)[N:13]=[C:12]([N:22]3[CH2:27][CH2:26][CH:25]([OH:28])[CH2:24][CH2:23]3)[N:11]=2)=[CH:7][CH:8]=1)(=[O:33])=[O:30]. Given the reactants CS[C:3]1[CH:8]=[CH:7][C:6]([NH:9][C:10]2[CH:15]=[C:14]([C:16]3[CH:21]=[CH:20][CH:19]=[CH:18][CH:17]=3)[N:13]=[C:12]([N:22]3[CH2:27][CH2:26][CH:25]([OH:28])[CH2:24][CH2:23]3)[N:11]=2)=[CH:5][CH:4]=1.O[O:30][S:31]([O-:33])=O.[K+].[CH3:35]C(C)=O.O, predict the reaction product.